Dataset: NCI-60 drug combinations with 297,098 pairs across 59 cell lines. Task: Regression. Given two drug SMILES strings and cell line genomic features, predict the synergy score measuring deviation from expected non-interaction effect. (1) Drug 1: C1=CC=C(C=C1)NC(=O)CCCCCCC(=O)NO. Drug 2: N.N.Cl[Pt+2]Cl. Cell line: SK-MEL-2. Synergy scores: CSS=58.7, Synergy_ZIP=5.94, Synergy_Bliss=8.35, Synergy_Loewe=4.04, Synergy_HSA=6.91. (2) Drug 1: C1=CC(=CC=C1CCCC(=O)O)N(CCCl)CCCl. Drug 2: CC1=C(C(=CC=C1)Cl)NC(=O)C2=CN=C(S2)NC3=CC(=NC(=N3)C)N4CCN(CC4)CCO. Cell line: SF-268. Synergy scores: CSS=26.2, Synergy_ZIP=2.67, Synergy_Bliss=4.57, Synergy_Loewe=0.486, Synergy_HSA=2.20. (3) Drug 1: CCCS(=O)(=O)NC1=C(C(=C(C=C1)F)C(=O)C2=CNC3=C2C=C(C=N3)C4=CC=C(C=C4)Cl)F. Drug 2: C1=NC2=C(N=C(N=C2N1C3C(C(C(O3)CO)O)F)Cl)N. Cell line: MDA-MB-231. Synergy scores: CSS=19.2, Synergy_ZIP=2.76, Synergy_Bliss=-0.541, Synergy_Loewe=-19.4, Synergy_HSA=-2.03. (4) Drug 1: CN(CCCl)CCCl.Cl. Drug 2: CCN(CC)CCCC(C)NC1=C2C=C(C=CC2=NC3=C1C=CC(=C3)Cl)OC. Cell line: NCI/ADR-RES. Synergy scores: CSS=17.2, Synergy_ZIP=-11.9, Synergy_Bliss=-6.80, Synergy_Loewe=-6.20, Synergy_HSA=-3.58. (5) Drug 1: C1CCC(C1)C(CC#N)N2C=C(C=N2)C3=C4C=CNC4=NC=N3. Drug 2: C1=C(C(=O)NC(=O)N1)N(CCCl)CCCl. Cell line: HCC-2998. Synergy scores: CSS=-8.93, Synergy_ZIP=-1.72, Synergy_Bliss=-13.6, Synergy_Loewe=-22.5, Synergy_HSA=-17.9. (6) Drug 1: CC1=C2C(C(=O)C3(C(CC4C(C3C(C(C2(C)C)(CC1OC(=O)C(C(C5=CC=CC=C5)NC(=O)C6=CC=CC=C6)O)O)OC(=O)C7=CC=CC=C7)(CO4)OC(=O)C)O)C)OC(=O)C. Drug 2: C1=CC=C(C=C1)NC(=O)CCCCCCC(=O)NO. Cell line: HL-60(TB). Synergy scores: CSS=14.0, Synergy_ZIP=5.63, Synergy_Bliss=-0.990, Synergy_Loewe=-22.3, Synergy_HSA=-15.1. (7) Drug 1: C1=CC(=CC=C1CCC2=CNC3=C2C(=O)NC(=N3)N)C(=O)NC(CCC(=O)O)C(=O)O. Drug 2: C(CC(=O)O)C(=O)CN.Cl. Cell line: SR. Synergy scores: CSS=21.9, Synergy_ZIP=-9.47, Synergy_Bliss=-17.1, Synergy_Loewe=-31.8, Synergy_HSA=-15.0.